From a dataset of Catalyst prediction with 721,799 reactions and 888 catalyst types from USPTO. Predict which catalyst facilitates the given reaction. (1) Reactant: [CH2:1]([O:8][C:9](=[O:33])[C@@H:10]([NH:25][C:26]([O:28][C:29]([CH3:32])([CH3:31])[CH3:30])=[O:27])[CH2:11][CH2:12][C:13](=[O:24])[NH:14][C:15]1[CH:20]=[C:19]([Cl:21])[C:18]([Cl:22])=[CH:17][C:16]=1[NH2:23])[C:2]1[CH:7]=[CH:6][CH:5]=[CH:4][CH:3]=1.[CH:34](=O)[CH2:35][CH3:36].[C:38](O[BH-](OC(=O)C)OC(=O)C)(=O)[CH3:39].[Na+].[OH-].[Na+]. Product: [CH2:1]([O:8][C:9](=[O:33])[CH:10]([NH:25][C:26]([O:28][C:29]([CH3:30])([CH3:32])[CH3:31])=[O:27])[CH2:11][CH2:12][C:13](=[O:24])[NH:14][C:15]1[CH:20]=[C:19]([Cl:21])[C:18]([Cl:22])=[CH:17][C:16]=1[NH:23][CH2:36][CH2:35][CH2:34][CH2:38][CH3:39])[C:2]1[CH:3]=[CH:4][CH:5]=[CH:6][CH:7]=1. The catalyst class is: 68. (2) Reactant: [CH2:1]([O:8][C:9]([NH:11][C@@H:12]1[C:15](=[O:16])[NH:14][C@@H:13]1[CH2:17][N:18]1[C:22](=[O:23])[CH2:21][N:20]([C:24]([O:26][C:27]([CH3:30])([CH3:29])[CH3:28])=[O:25])[C:19]1=[O:31])=[O:10])[C:2]1[CH:7]=[CH:6][CH:5]=[CH:4][CH:3]=1.[BH4-].[Na+]. Product: [CH2:1]([O:8][C:9]([NH:11][C@@H:12]1[C:15](=[O:16])[NH:14][C@@H:13]1[CH2:17][N:18]1[CH:22]([OH:23])[CH2:21][N:20]([C:24]([O:26][C:27]([CH3:29])([CH3:28])[CH3:30])=[O:25])[C:19]1=[O:31])=[O:10])[C:2]1[CH:7]=[CH:6][CH:5]=[CH:4][CH:3]=1. The catalyst class is: 14.